Dataset: Reaction yield outcomes from USPTO patents with 853,638 reactions. Task: Predict the reaction yield, written as a fraction of the theoretical maximum amount of product (1.0 means a 100% yield; for example, 0.34 means a 34% yield). (1) The reactants are C(OC([N:8]1[CH2:13][CH2:12][CH:11]([CH2:14][CH2:15][O:16][CH2:17][C:18]2[CH:23]=[CH:22][C:21]([F:24])=[CH:20][CH:19]=2)[CH2:10][CH2:9]1)=O)(C)(C)C.Cl.CCOCC. The product is [F:24][C:21]1[CH:20]=[CH:19][C:18]([CH2:17][O:16][CH2:15][CH2:14][CH:11]2[CH2:12][CH2:13][NH:8][CH2:9][CH2:10]2)=[CH:23][CH:22]=1. The catalyst is CO. The yield is 0.830. (2) The reactants are Cl.[S:2]1[C:6]2[CH:7]=[CH:8][CH:9]=[CH:10][C:5]=2[N:4]=[C:3]1[CH2:11][NH2:12].Cl[CH2:14][C:15]([O:17][CH2:18][CH3:19])=[O:16].C(N(CC)CC)C.O. The catalyst is CN(C)C=O. The product is [S:2]1[C:6]2[CH:7]=[CH:8][CH:9]=[CH:10][C:5]=2[N:4]=[C:3]1[CH2:11][NH:12][CH2:14][C:15]([O:17][CH2:18][CH3:19])=[O:16]. The yield is 0.430. (3) The reactants are [CH3:1][O:2][C:3]1[CH:4]=[C:5]([CH:9]=[C:10]([O:12][CH3:13])[CH:11]=1)[C:6](Cl)=[O:7].COC1C=C(C([C:27]2[CH:32]=[CH:31][C:30]([O:33][CH3:34])=[C:29]([O:35][CH3:36])[CH:28]=2)=CC)C=C(OC)C=1.COC1C=CC=CC=1OC.[Cl-].[Al+3].[Cl-].[Cl-].COC1C=C(C(C2C=CC(OC)=CC=2)=CC#N)C=CC=1OC. No catalyst specified. The product is [CH3:34][O:33][C:30]1[CH:31]=[C:32]([C:6]([C:5]2[CH:4]=[C:3]([O:2][CH3:1])[CH:11]=[C:10]([O:12][CH3:13])[CH:9]=2)=[O:7])[CH:27]=[CH:28][C:29]=1[O:35][CH3:36]. The yield is 0.720. (4) The reactants are [S:1]=[C:2]1[C:7]2[N:8]3[C:14](=[C:15](C#N)[C:6]=2[N:5]=[CH:4][NH:3]1)[CH2:13][CH2:12][CH2:11][CH2:10][CH2:9]3.[OH-].[Na+]. No catalyst specified. The product is [N:5]1[C:6]2[CH:15]=[C:14]3[N:8]([C:7]=2[C:2](=[S:1])[NH:3][CH:4]=1)[CH2:9][CH2:10][CH2:11][CH2:12][CH2:13]3. The yield is 0.240. (5) The reactants are [NH2:1][C:2]1[S:6][C:5]2[CH2:7][CH2:8][CH2:9][CH2:10][C:4]=2[C:3]=1[C:11]([C:13]1[CH:18]=[CH:17][C:16]([Cl:19])=[C:15]([Cl:20])[CH:14]=1)=O.[C:21]([O:28][CH3:29])(=[O:27])[CH2:22][CH2:23][C:24]([CH3:26])=O.Cl[Si](C)(C)C. The catalyst is CN(C=O)C. The product is [CH3:26][C:24]1[N:1]=[C:2]2[S:6][C:5]3[CH2:7][CH2:8][CH2:9][CH2:10][C:4]=3[C:3]2=[C:11]([C:13]2[CH:18]=[CH:17][C:16]([Cl:19])=[C:15]([Cl:20])[CH:14]=2)[C:23]=1[CH2:22][C:21]([O:28][CH3:29])=[O:27]. The yield is 0.660. (6) The reactants are [Br:1][C:2]1[CH:11]=[CH:10][CH:9]=[C:8]2[C:3]=1[CH:4]=[CH:5][N:6]=[CH:7]2.C1C=C(Cl)C=C(C(OO)=O)C=1.[C:23](=[O:26])([O-])[O-].[K+].[K+].CI. The catalyst is ClCCl.C(Cl)(Cl)Cl. The product is [Br:1][C:2]1[CH:11]=[CH:10][CH:9]=[C:8]2[C:3]=1[CH:4]=[CH:5][N:6]([CH3:7])[C:23]2=[O:26]. The yield is 0.280. (7) The reactants are O.O.C([O-])(=O)C.[Li+].[Si:8]([O:15][C@@H:16]1[N:22]([C:23]([O:25][CH2:26][C:27]2[CH:32]=[CH:31][C:30]([NH:33][C:34](=[O:51])[C@@H:35]([NH:37][C:38](=[O:50])[C@@H:39]([NH:43][C:44]([O:46][CH2:47][CH:48]=[CH2:49])=[O:45])[CH:40]([CH3:42])[CH3:41])[CH3:36])=[CH:29][CH:28]=2)=[O:24])[C:21]2[CH:52]=[C:53]([O:58][Si](C(C)C)(C(C)C)C(C)C)[C:54]([O:56][CH3:57])=[CH:55][C:20]=2[C:19](=[O:69])[N:18]2[CH:70]=[C:71](/[CH:73]=[CH:74]/[CH3:75])[CH2:72][C@@H:17]12)([C:11]([CH3:14])([CH3:13])[CH3:12])([CH3:10])[CH3:9]. The catalyst is CN(C=O)C.C(OCC)(=O)C. The product is [Si:8]([O:15][C@@H:16]1[N:22]([C:23]([O:25][CH2:26][C:27]2[CH:28]=[CH:29][C:30]([NH:33][C:34](=[O:51])[C@@H:35]([NH:37][C:38](=[O:50])[C@@H:39]([NH:43][C:44]([O:46][CH2:47][CH:48]=[CH2:49])=[O:45])[CH:40]([CH3:42])[CH3:41])[CH3:36])=[CH:31][CH:32]=2)=[O:24])[C:21]2[CH:52]=[C:53]([OH:58])[C:54]([O:56][CH3:57])=[CH:55][C:20]=2[C:19](=[O:69])[N:18]2[CH:70]=[C:71](/[CH:73]=[CH:74]/[CH3:75])[CH2:72][C@@H:17]12)([C:11]([CH3:12])([CH3:13])[CH3:14])([CH3:9])[CH3:10]. The yield is 0.830. (8) The reactants are [CH3:1][C@H:2]1[C:10]2[C:9](O)=[N:8][CH:7]=[N:6][C:5]=2[CH2:4][CH2:3]1.O=P(Cl)(Cl)[Cl:14]. No catalyst specified. The product is [Cl:14][C:9]1[C:10]2[C@H:2]([CH3:1])[CH2:3][CH2:4][C:5]=2[N:6]=[CH:7][N:8]=1. The yield is 0.490. (9) The yield is 0.440. The product is [CH2:42]([O:41][C:39](=[O:40])[CH2:38][CH2:37][CH2:36][CH2:35][CH2:34][O:28][CH2:27][CH2:26][O:25][CH2:24][CH2:23][O:22][CH2:21][CH2:20][O:19][CH2:18][CH2:17][O:16][CH2:15][CH2:14][O:13][CH2:12][CH2:11][O:10][CH2:3][C:4]1[CH:5]=[CH:6][CH:7]=[CH:8][CH:9]=1)[CH3:43]. The catalyst is C1(C)C=CC=CC=1. The reactants are [H-].[Na+].[CH2:3]([O:10][CH2:11][CH2:12][O:13][CH2:14][CH2:15][O:16][CH2:17][CH2:18][O:19][CH2:20][CH2:21][O:22][CH2:23][CH2:24][O:25][CH2:26][CH2:27][OH:28])[C:4]1[CH:9]=[CH:8][CH:7]=[CH:6][CH:5]=1.CS(O[CH2:34][CH2:35][CH2:36][CH2:37][CH2:38][C:39]([O:41][CH2:42][CH3:43])=[O:40])(=O)=O. (10) The reactants are [CH:1]([C:3]1[CH:18]=[CH:17][C:6]([O:7][C:8]2[N:9]=[CH:10][C:11]([C:14]([NH2:16])=[O:15])=[N:12][CH:13]=2)=[C:5]([O:19][CH3:20])[CH:4]=1)=O.[CH2:21]([NH2:26])[CH2:22][CH:23]([CH3:25])[CH3:24].[BH4-].[Na+]. The catalyst is CO. The yield is 0.549. The product is [CH3:20][O:19][C:5]1[CH:4]=[C:3]([CH2:1][NH:26][CH2:21][CH2:22][CH:23]([CH3:25])[CH3:24])[CH:18]=[CH:17][C:6]=1[O:7][C:8]1[N:9]=[CH:10][C:11]([C:14]([NH2:16])=[O:15])=[N:12][CH:13]=1.